This data is from Forward reaction prediction with 1.9M reactions from USPTO patents (1976-2016). The task is: Predict the product of the given reaction. (1) Given the reactants [C:1]([C:4]1[CH:8]=[C:7]([C:9]([OH:11])=O)[NH:6][N:5]=1)(=[O:3])[CH3:2].CN(C(ON1N=NC2C=CC(=CC1=2)Cl)=[N+](C)C)C.F[P-](F)(F)(F)(F)F.CN(C=O)C.CCN(C(C)C)C(C)C.C([O:53][C:54](=[O:75])[C@H:55]([OH:74])[CH2:56][N:57]([CH2:59][C:60]1[CH:65]=[CH:64][C:63]([C:66]2[CH:71]=[C:70]([Cl:72])[CH:69]=[CH:68][C:67]=2[F:73])=[CH:62][CH:61]=1)[NH2:58])C.CCO.[Li+].[OH-].O, predict the reaction product. The product is: [C:1]([C:4]1[CH:8]=[C:7]([C:9]([NH:58][N:57]([CH2:56][C@@H:55]([OH:74])[C:54]([OH:75])=[O:53])[CH2:59][C:60]2[CH:61]=[CH:62][C:63]([C:66]3[CH:71]=[C:70]([Cl:72])[CH:69]=[CH:68][C:67]=3[F:73])=[CH:64][CH:65]=2)=[O:11])[NH:6][N:5]=1)(=[O:3])[CH3:2]. (2) Given the reactants [SH:1][CH2:2][CH2:3][CH2:4][CH2:5][OH:6].[H-].[Na+].Br[CH2:10][CH2:11][CH:12]1[O:16][CH2:15][CH2:14][O:13]1, predict the reaction product. The product is: [O:13]1[CH2:14][CH2:15][O:16][CH:12]1[CH2:11][CH2:10][S:1][CH2:2][CH2:3][CH2:4][CH2:5][OH:6]. (3) Given the reactants [C:1]([C:3]1[CH:4]=[C:5]([C:9]([CH:15]2[CH2:19][CH2:18][CH2:17][CH2:16]2)([CH3:14])[C:10]([O:12][CH3:13])=[O:11])[CH:6]=[CH:7][CH:8]=1)#[N:2].OC1[CH2:26][CH2:25][N:24]([CH3:27])[CH2:23][CH2:22]1, predict the reaction product. The product is: [C:1]([C:3]1[CH:4]=[C:5]([C:9]([CH:15]2[CH2:16][CH2:17][CH2:18][CH2:19]2)([CH3:14])[C:10]([O:12][CH:13]2[CH2:26][CH2:25][N:24]([CH3:27])[CH2:23][CH2:22]2)=[O:11])[CH:6]=[CH:7][CH:8]=1)#[N:2]. (4) Given the reactants [C:1]([C:5]1[CH:10]=[CH:9][C:8]([S:11]([N:14](S(C2C=CC(C(C)(C)C)=CC=2)(=O)=O)[C:15]2[N:19]([CH3:20])[N:18]=[C:17]([O:21][CH2:22][CH2:23][O:24][CH3:25])[C:16]=2[C:26]2[CH:31]=[CH:30][C:29]([CH3:32])=[CH:28][CH:27]=2)(=[O:13])=[O:12])=[CH:7][CH:6]=1)([CH3:4])([CH3:3])[CH3:2].[OH-].[Na+], predict the reaction product. The product is: [C:1]([C:5]1[CH:6]=[CH:7][C:8]([S:11]([NH:14][C:15]2[N:19]([CH3:20])[N:18]=[C:17]([O:21][CH2:22][CH2:23][O:24][CH3:25])[C:16]=2[C:26]2[CH:31]=[CH:30][C:29]([CH3:32])=[CH:28][CH:27]=2)(=[O:12])=[O:13])=[CH:9][CH:10]=1)([CH3:4])([CH3:3])[CH3:2].